Dataset: Forward reaction prediction with 1.9M reactions from USPTO patents (1976-2016). Task: Predict the product of the given reaction. (1) Given the reactants [CH3:1][O:2][C:3]1[C:24]([O:25][CH3:26])=[CH:23][C:6]2[N:7]([C:10]3[S:11][C:12]([C:21]#[N:22])=[C:13]([C:15]4[CH:20]=[CH:19][CH:18]=[CH:17][CH:16]=4)[N:14]=3)[CH:8]=[N:9][C:5]=2[CH:4]=1.[N-:27]=[N+:28]=[N-:29].[Na+].[Cl-].[NH4+].O, predict the reaction product. The product is: [CH3:1][O:2][C:3]1[C:24]([O:25][CH3:26])=[CH:23][C:6]2[N:7]([C:10]3[S:11][C:12]([C:21]4[NH:29][N:28]=[N:27][N:22]=4)=[C:13]([C:15]4[CH:20]=[CH:19][CH:18]=[CH:17][CH:16]=4)[N:14]=3)[CH:8]=[N:9][C:5]=2[CH:4]=1. (2) Given the reactants [C:1]([O:5][C:6]([NH:8][CH2:9][CH2:10][CH2:11][NH:12][C:13](=[O:41])/[CH:14]=[CH:15]/[C:16]1[C:21]([O:22][CH2:23][CH2:24][C:25]2[CH:30]=[CH:29][CH:28]=[CH:27][CH:26]=2)=[CH:20][CH:19]=[C:18]([CH2:31][S:32][C:33]2[C:38](Cl)=[CH:37][CH:36]=[CH:35][C:34]=2[Cl:40])[N:17]=1)=[O:7])([CH3:4])([CH3:3])[CH3:2].ClC1C=CC=CC=1SCC1N=C(/C=C/C(O)=O)C(OCCC2C=CC=CC=2)=CC=1, predict the reaction product. The product is: [C:1]([O:5][C:6]([NH:8][CH2:9][CH2:10][CH2:11][NH:12][C:13](=[O:41])/[CH:14]=[CH:15]/[C:16]1[C:21]([O:22][CH2:23][CH2:24][C:25]2[CH:26]=[CH:27][CH:28]=[CH:29][CH:30]=2)=[CH:20][CH:19]=[C:18]([CH2:31][S:32][C:33]2[CH:38]=[CH:37][CH:36]=[CH:35][C:34]=2[Cl:40])[N:17]=1)=[O:7])([CH3:4])([CH3:2])[CH3:3]. (3) The product is: [F:30][CH:28]([F:29])[O:27][C:8]1[C:7]2[C:12](=[C:13]([F:16])[CH:14]=[CH:15][C:6]=2[O:5][CH2:4][C:3]([OH:31])=[O:2])[N:11]=[C:10]([CH2:17][CH3:18])[C:9]=1[CH2:19][C:20]1[CH:21]=[CH:22][C:23]([F:26])=[CH:24][CH:25]=1. Given the reactants C[O:2][C:3](=[O:31])[CH2:4][O:5][C:6]1[CH:15]=[CH:14][C:13]([F:16])=[C:12]2[C:7]=1[C:8]([O:27][CH:28]([F:30])[F:29])=[C:9]([CH2:19][C:20]1[CH:25]=[CH:24][C:23]([F:26])=[CH:22][CH:21]=1)[C:10]([CH2:17][CH3:18])=[N:11]2.CO.O1CCCC1.[OH-].[Li+], predict the reaction product. (4) Given the reactants [Cl:1][C:2]1[C:7]([CH2:8][NH:9][CH2:10][C@@H:11]([C:13]2[CH:18]=[CH:17][CH:16]=[CH:15][CH:14]=2)[OH:12])=[CH:6][CH:5]=[C:4]([Cl:19])[N:3]=1.C=O.[C:22](O)(=O)C.C([BH3-])#N.[Na+], predict the reaction product. The product is: [Cl:1][C:2]1[C:7]([CH2:8][N:9]([CH3:22])[CH2:10][C@@H:11]([C:13]2[CH:14]=[CH:15][CH:16]=[CH:17][CH:18]=2)[OH:12])=[CH:6][CH:5]=[C:4]([Cl:19])[N:3]=1.